Dataset: Forward reaction prediction with 1.9M reactions from USPTO patents (1976-2016). Task: Predict the product of the given reaction. (1) Given the reactants [CH3:1][NH:2][C@H:3]([C:11]1[CH:16]=[CH:15][C:14]([C:17]2[CH:22]=[CH:21][C:20]([C:23]([O:25][CH2:26][CH3:27])=[O:24])=[CH:19][CH:18]=2)=[CH:13][CH:12]=1)[CH2:4][N:5]1[CH2:10][CH2:9][O:8][CH2:7][CH2:6]1.[Cl:28][C:29]1[C:30]([Cl:44])=[CH:31][C:32]2[O:37][CH2:36][C:35](=[O:38])[N:34]([CH2:39][C:40]([OH:42])=O)[C:33]=2[CH:43]=1.C(N(CC)CC)C.F[P-](F)(F)(F)(F)F.N1(O[P+](N(C)C)(N(C)C)N(C)C)C2C=CC=CC=2N=N1, predict the reaction product. The product is: [Cl:28][C:29]1[C:30]([Cl:44])=[CH:31][C:32]2[O:37][CH2:36][C:35](=[O:38])[N:34]([CH2:39][C:40]([N:2]([CH3:1])[C@H:3]([C:11]3[CH:12]=[CH:13][C:14]([C:17]4[CH:22]=[CH:21][C:20]([C:23]([O:25][CH2:26][CH3:27])=[O:24])=[CH:19][CH:18]=4)=[CH:15][CH:16]=3)[CH2:4][N:5]3[CH2:10][CH2:9][O:8][CH2:7][CH2:6]3)=[O:42])[C:33]=2[CH:43]=1. (2) Given the reactants [NH2:1][C:2]1[CH:3]=[C:4]([C:8]2[N:9]=[C:10]([NH:17][CH2:18][C:19]3[CH:24]=[CH:23][N:22]=[CH:21][CH:20]=3)[C:11]3[N:12]([CH:14]=[CH:15][N:16]=3)[CH:13]=2)[CH:5]=[CH:6][CH:7]=1.[F:25][C:26]([F:37])([F:36])[C:27]1[CH:28]=[C:29]([N:33]=[C:34]=[O:35])[CH:30]=[CH:31][CH:32]=1, predict the reaction product. The product is: [N:22]1[CH:23]=[CH:24][C:19]([CH2:18][NH:17][C:10]2[C:11]3[N:12]([CH:14]=[CH:15][N:16]=3)[CH:13]=[C:8]([C:4]3[CH:3]=[C:2]([NH:1][C:34]([NH:33][C:29]4[CH:30]=[CH:31][CH:32]=[C:27]([C:26]([F:25])([F:36])[F:37])[CH:28]=4)=[O:35])[CH:7]=[CH:6][CH:5]=3)[N:9]=2)=[CH:20][CH:21]=1. (3) Given the reactants [Si:1]([O:8][CH2:9][C:10]1[CH:11]=[C:12]2[C:17](=[N:18][C:19]=1[CH:20]([O:23][CH3:24])[O:21][CH3:22])[N:16]([C:25](OC1C=CC=CC=1)=[O:26])[CH2:15][CH2:14][CH2:13]2)([C:4]([CH3:7])([CH3:6])[CH3:5])([CH3:3])[CH3:2].[NH2:34][C:35]1[CH:42]=[C:41]([O:43][CH2:44][CH2:45][O:46][CH3:47])[C:38]([C:39]#[N:40])=[CH:37][N:36]=1.[Li+].C[Si]([N-][Si](C)(C)C)(C)C.[NH4+].[Cl-], predict the reaction product. The product is: [Si:1]([O:8][CH2:9][C:10]1[CH:11]=[C:12]2[C:17](=[N:18][C:19]=1[CH:20]([O:21][CH3:22])[O:23][CH3:24])[N:16]([C:25]([NH:34][C:35]1[CH:42]=[C:41]([O:43][CH2:44][CH2:45][O:46][CH3:47])[C:38]([C:39]#[N:40])=[CH:37][N:36]=1)=[O:26])[CH2:15][CH2:14][CH2:13]2)([C:4]([CH3:6])([CH3:7])[CH3:5])([CH3:2])[CH3:3]. (4) Given the reactants [N:1]1([CH2:6][C@@H:7]2[C@H:10]([NH:11][C:12](=[O:21])[O:13][CH2:14][C:15]3[CH:20]=[CH:19][CH:18]=[CH:17][CH:16]=3)[C:9](=[O:22])[N:8]2CC2C=CC(OC)=CC=2OC)[CH:5]=[N:4][CH:3]=[N:2]1.OP([O-])([O-])=O.[K+].[K+], predict the reaction product. The product is: [N:1]1([CH2:6][C@@H:7]2[C@H:10]([NH:11][C:12](=[O:21])[O:13][CH2:14][C:15]3[CH:16]=[CH:17][CH:18]=[CH:19][CH:20]=3)[C:9](=[O:22])[NH:8]2)[CH:5]=[N:4][CH:3]=[N:2]1. (5) The product is: [CH2:1]([C@@H:8]1[CH2:12][O:11][C:10](=[O:13])[N:9]1[C:14](=[O:19])[CH:15]([CH2:31][C:32]1[CH:33]=[CH:34][C:35]2[C:40](=[C:39]([O:42][CH2:43][CH2:44][O:45][CH3:46])[CH:38]=[CH:37][CH:36]=2)[CH:41]=1)[CH:16]([CH3:17])[CH3:18])[C:2]1[CH:3]=[CH:4][CH:5]=[CH:6][CH:7]=1. Given the reactants [CH2:1]([C@@H:8]1[CH2:12][O:11][C:10](=[O:13])[N:9]1[C:14](=[O:19])[CH2:15][CH:16]([CH3:18])[CH3:17])[C:2]1[CH:7]=[CH:6][CH:5]=[CH:4][CH:3]=1.C[Si]([N-][Si](C)(C)C)(C)C.[Li+].Br[CH2:31][C:32]1[CH:41]=[C:40]2[C:35]([CH:36]=[CH:37][CH:38]=[C:39]2[O:42][CH2:43][CH2:44][O:45][CH3:46])=[CH:34][CH:33]=1, predict the reaction product. (6) Given the reactants [CH2:1]([C:3]1[N:4]=[C:5]([CH2:27][CH2:28][CH3:29])[N:6]([CH2:12][C:13]2[CH:18]=[CH:17][C:16]([C:19]3[C:20]([C:25]#[N:26])=[CH:21][CH:22]=[CH:23][CH:24]=3)=[CH:15][CH:14]=2)[C:7](=[O:11])[C:8]=1[CH:9]=O)[CH3:2].[NH:30]1[CH2:35][CH2:34][O:33][CH2:32][CH2:31]1.C(O[BH-](OC(=O)C)OC(=O)C)(=O)C.[Na+], predict the reaction product. The product is: [CH2:1]([C:3]1[N:4]=[C:5]([CH2:27][CH2:28][CH3:29])[N:6]([CH2:12][C:13]2[CH:18]=[CH:17][C:16]([C:19]3[C:20]([C:25]#[N:26])=[CH:21][CH:22]=[CH:23][CH:24]=3)=[CH:15][CH:14]=2)[C:7](=[O:11])[C:8]=1[CH2:9][N:30]1[CH2:35][CH2:34][O:33][CH2:32][CH2:31]1)[CH3:2].